The task is: Predict the product of the given reaction.. This data is from Forward reaction prediction with 1.9M reactions from USPTO patents (1976-2016). (1) Given the reactants C([O:8][C@@H:9]1[C@@H:13]([CH2:14][C:15]([P:18]([O:23]CC)([O:20]CC)=[O:19])([F:17])[F:16])[O:12][C@@H:11]([N:26]2[CH:30]=[N:29][C:28]([C:31]([NH2:33])=[O:32])=[N:27]2)[C@@H:10]1[OH:34])C1C=CC=CC=1.B(Cl)(Cl)Cl.CO.Br[Si](C)(C)C, predict the reaction product. The product is: [OH:23][P:18]([OH:20])([C:15]([F:17])([F:16])[CH2:14][C@H:13]1[O:12][C@@H:11]([N:26]2[CH:30]=[N:29][C:28]([C:31]([NH2:33])=[O:32])=[N:27]2)[C@H:10]([OH:34])[C@@H:9]1[OH:8])=[O:19]. (2) Given the reactants I([O-])(=O)(=O)=[O:2].[Na+].[CH:7]1([CH2:12][C@H:13]([C:17]2[CH:22]=[CH:21][CH:20]=[C:19]([S:23][CH3:24])[CH:18]=2)[C:14]([OH:16])=[O:15])[CH2:11][CH2:10][CH2:9][CH2:8]1, predict the reaction product. The product is: [CH:7]1([CH2:12][C@H:13]([C:17]2[CH:22]=[CH:21][CH:20]=[C:19]([S:23]([CH3:24])=[O:2])[CH:18]=2)[C:14]([OH:16])=[O:15])[CH2:11][CH2:10][CH2:9][CH2:8]1. (3) The product is: [Br:1][C:2]1[N:6]2[CH:7]=[CH:8][N:9]=[C:10]([NH:16][CH2:15][CH2:14][S:13][CH3:12])[C:5]2=[N:4][CH:3]=1. Given the reactants [Br:1][C:2]1[N:6]2[CH:7]=[CH:8][N:9]=[C:10](Cl)[C:5]2=[N:4][CH:3]=1.[CH3:12][S:13][CH2:14][CH2:15][NH2:16], predict the reaction product. (4) Given the reactants [CH:1]1([C@@H:4]([C:6]2[CH:11]=[CH:10][CH:9]=[C:8]([CH:12]([CH3:14])[CH3:13])[CH:7]=2)[NH2:5])[CH2:3][CH2:2]1.C([O:19][C:20]([C:22]1[CH:27]=[CH:26][CH:25]=[CH:24][C:23]=1[C:28]1[CH:33]=[CH:32][C:31]([CH2:34][N:35]2[C:43]3[C:38](=[CH:39][C:40]([C:44](O)=[O:45])=[CH:41][CH:42]=3)[C:37]([CH3:47])=[C:36]2[CH3:48])=[CH:30][CH:29]=1)=[O:21])(C)(C)C, predict the reaction product. The product is: [CH:1]1([C@H:4]([NH:5][C:44]([C:40]2[CH:39]=[C:38]3[C:43](=[CH:42][CH:41]=2)[N:35]([CH2:34][C:31]2[CH:30]=[CH:29][C:28]([C:23]4[C:22]([C:20]([OH:21])=[O:19])=[CH:27][CH:26]=[CH:25][CH:24]=4)=[CH:33][CH:32]=2)[C:36]([CH3:48])=[C:37]3[CH3:47])=[O:45])[C:6]2[CH:11]=[CH:10][CH:9]=[C:8]([CH:12]([CH3:14])[CH3:13])[CH:7]=2)[CH2:2][CH2:3]1. (5) Given the reactants C([O:3][C:4](=[O:36])[C:5]1[CH:10]=[CH:9][C:8]([S:11][C:12]2[C:13](=[O:35])[NH:14][C:15]3[C:20]([C:21]=2[C:22]2[CH:27]=[C:26]([Cl:28])[CH:25]=[CH:24][C:23]=2[O:29]C)=[CH:19][C:18]([C:31]([F:34])([F:33])[F:32])=[CH:17][CH:16]=3)=[CH:7][CH:6]=1)C.Cl.N1C=CC=CC=1, predict the reaction product. The product is: [Cl:28][C:26]1[CH:25]=[CH:24][C:23]([OH:29])=[C:22]([C:21]2[C:20]3[C:15](=[CH:16][CH:17]=[C:18]([C:31]([F:32])([F:33])[F:34])[CH:19]=3)[NH:14][C:13](=[O:35])[C:12]=2[S:11][C:8]2[CH:9]=[CH:10][C:5]([C:4]([OH:36])=[O:3])=[CH:6][CH:7]=2)[CH:27]=1. (6) Given the reactants [N:1]1[C:10]2[C:5](=[CH:6][CH:7]=[CH:8][CH:9]=2)[CH:4]=[C:3]([C:11]([O:13][CH2:14][CH3:15])=[O:12])[CH:2]=1, predict the reaction product. The product is: [NH:1]1[C:10]2[C:5](=[CH:6][CH:7]=[CH:8][CH:9]=2)[CH2:4][CH:3]([C:11]([O:13][CH2:14][CH3:15])=[O:12])[CH2:2]1. (7) Given the reactants [Br:1][C:2]1[CH:7]=[CH:6][C:5]([OH:8])=[CH:4][C:3]=1[CH3:9].[C:10]([NH:17][CH:18](O)[CH3:19])([O:12][C:13]([CH3:16])([CH3:15])[CH3:14])=[O:11].C1C=CC(P(C2C=CC=CC=2)C2C=CC=CC=2)=CC=1.CC(OC(/N=N/C(OC(C)C)=O)=O)C, predict the reaction product. The product is: [Br:1][C:2]1[CH:7]=[CH:6][C:5]([O:8][CH2:19][CH2:18][NH:17][C:10](=[O:11])[O:12][C:13]([CH3:16])([CH3:15])[CH3:14])=[CH:4][C:3]=1[CH3:9].